This data is from Forward reaction prediction with 1.9M reactions from USPTO patents (1976-2016). The task is: Predict the product of the given reaction. Given the reactants [C-]#N.[K+].[Cl:4][C:5]1[CH:24]=[CH:23][C:22]([CH2:25][C:26]#[N:27])=[CH:21][C:6]=1[C:7]([NH:9][CH2:10][C:11]12[CH2:20][CH:15]3[CH2:16][CH:17]([CH2:19][CH:13]([CH2:14]3)[CH2:12]1)[CH2:18]2)=[O:8].C1OCCOCCOCCOCCOCCOC1, predict the reaction product. The product is: [NH2:27][CH2:26][CH2:25][C:22]1[CH:23]=[CH:24][C:5]([Cl:4])=[C:6]([CH:21]=1)[C:7]([NH:9][CH2:10][C:11]12[CH2:18][CH:17]3[CH2:19][CH:13]([CH2:14][CH:15]([CH2:16]3)[CH2:20]1)[CH2:12]2)=[O:8].